The task is: Predict the reactants needed to synthesize the given product.. This data is from Full USPTO retrosynthesis dataset with 1.9M reactions from patents (1976-2016). (1) Given the product [Cl:11][C:10]1[CH:9]=[C:8]2[C:4]([C:5]([C:19]([O:21][CH3:22])=[O:20])=[CH:6][N:7]2[C:12]([O:14][C:15]([CH3:18])([CH3:17])[CH3:16])=[O:13])=[CH:3][C:2]=1[C:31]1[CH:36]=[CH:35][C:34]([OH:37])=[CH:33][CH:32]=1, predict the reactants needed to synthesize it. The reactants are: Br[C:2]1[CH:3]=[C:4]2[C:8](=[CH:9][C:10]=1[Cl:11])[N:7]([C:12]([O:14][C:15]([CH3:18])([CH3:17])[CH3:16])=[O:13])[CH:6]=[C:5]2[C:19]([O:21][CH3:22])=[O:20].CC1(C)C(C)(C)OB([C:31]2[CH:36]=[CH:35][C:34]([OH:37])=[CH:33][CH:32]=2)O1.[O-]P([O-])([O-])=O.[K+].[K+].[K+]. (2) Given the product [OH:1][C@H:2]([C:22]1[CH:27]=[CH:26][CH:25]=[CH:24][CH:23]=1)[CH2:3][N:4]([CH2:12][CH2:13][O:14][C:15]1[CH:20]=[CH:19][C:18]([C:34]2[CH:35]=[CH:36][C:37]([C:38]([NH:40][S:41]([CH3:44])(=[O:43])=[O:42])=[O:39])=[C:32]([O:31][CH:28]([CH3:30])[CH3:29])[CH:33]=2)=[CH:17][CH:16]=1)[C:5](=[O:11])[O:6][C:7]([CH3:10])([CH3:9])[CH3:8], predict the reactants needed to synthesize it. The reactants are: [OH:1][C@H:2]([C:22]1[CH:27]=[CH:26][CH:25]=[CH:24][CH:23]=1)[CH2:3][N:4]([CH2:12][CH2:13][O:14][C:15]1[CH:20]=[CH:19][C:18](I)=[CH:17][CH:16]=1)[C:5](=[O:11])[O:6][C:7]([CH3:10])([CH3:9])[CH3:8].[CH:28]([O:31][C:32]1[CH:33]=[C:34](B(O)O)[CH:35]=[CH:36][C:37]=1[C:38]([NH:40][S:41]([CH3:44])(=[O:43])=[O:42])=[O:39])([CH3:30])[CH3:29].ClCCl.C(=O)([O-])[O-].[Na+].[Na+]. (3) Given the product [CH:1]1([NH:4][C:5]([CH:6]2[CH:7]([CH2:8][CH2:9][CH3:10])[O:16]2)=[O:11])[CH2:3][CH2:2]1, predict the reactants needed to synthesize it. The reactants are: [CH:1]1([NH:4][C:5](=[O:11])/[CH:6]=[CH:7]/[CH2:8][CH2:9][CH3:10])[CH2:3][CH2:2]1.OO.NC(N)=[O:16].FC(F)(F)C(OC(=O)C(F)(F)F)=O. (4) Given the product [C:14]([O:12][CH2:11][CH2:10][C:8]1[CH:7]=[CH:6][N:5]2[N:1]=[CH:2][CH:3]=[C:4]2[CH:9]=1)(=[O:15])[CH3:13], predict the reactants needed to synthesize it. The reactants are: [N:1]1[N:5]2[CH:6]=[CH:7][C:8]([CH2:10][CH2:11][OH:12])=[CH:9][C:4]2=[CH:3][CH:2]=1.[CH3:13][C:14](OC(C)=O)=[O:15].N1C=CC=CC=1. (5) Given the product [C:5]([C:8]1[C:20]([OH:21])=[CH:19][C:18]2[N:17]([CH2:23][CH2:24][CH2:25][N:26]([CH3:27])[CH3:28])[C:16]3[CH:15]=[CH:14][C:13]4[C:29](=[O:32])[CH2:30][CH2:31][C:12]=4[C:11]=3[C:10]=2[CH:9]=1)(=[O:7])[CH3:6], predict the reactants needed to synthesize it. The reactants are: B(Br)(Br)Br.[C:5]([C:8]1[C:20]([O:21]C)=[CH:19][C:18]2[N:17]([CH2:23][CH2:24][CH2:25][N:26]([CH3:28])[CH3:27])[C:16]3[CH:15]=[CH:14][C:13]4[C:29](=[O:32])[CH2:30][CH2:31][C:12]=4[C:11]=3[C:10]=2[CH:9]=1)(=[O:7])[CH3:6].C(Cl)Cl.CO.Cl. (6) Given the product [ClH:1].[C:2]([N:5]1[C:14]2[C:9](=[CH:10][C:11]([C:15]3[N:16]=[N:17][N:18]([CH2:20][CH2:21][NH2:22])[CH:19]=3)=[CH:12][CH:13]=2)[C@H:8]([NH:30][C:31](=[O:36])[O:32][CH:33]([CH3:34])[CH3:35])[CH2:7][C@@H:6]1[CH3:37])(=[O:4])[CH3:3], predict the reactants needed to synthesize it. The reactants are: [ClH:1].[C:2]([N:5]1[C:14]2[C:9](=[CH:10][C:11]([C:15]3[N:16]=[N:17][N:18]([CH2:20][CH2:21][NH:22]C(OC(C)(C)C)=O)[CH:19]=3)=[CH:12][CH:13]=2)[C@H:8]([NH:30][C:31](=[O:36])[O:32][CH:33]([CH3:35])[CH3:34])[CH2:7][C@@H:6]1[CH3:37])(=[O:4])[CH3:3].CCOCC. (7) Given the product [F:1][C:2]1[C:9]([N+:10]([O-:12])=[O:11])=[CH:8][CH:7]=[C:6]([O:22][CH3:21])[C:3]=1[C:4]#[N:5], predict the reactants needed to synthesize it. The reactants are: [F:1][C:2]1[C:9]([N+:10]([O-:12])=[O:11])=[CH:8][CH:7]=[C:6](F)[C:3]=1[C:4]#[N:5].C(N(CC)CC)C.[CH3:21][OH:22]. (8) Given the product [C:15]([O:14][C:12]([N:7]1[CH2:8][CH2:9][C:10](=[O:11])[CH:5]([C:3](=[O:4])[N:23]([CH2:22][C:21]2[CH:27]=[C:28]([CH2:31][CH2:32][O:33][CH3:34])[CH:29]=[CH:30][C:20]=2[Cl:19])[CH:24]2[CH2:25][CH2:26]2)[CH2:6]1)=[O:13])([CH3:16])([CH3:17])[CH3:18], predict the reactants needed to synthesize it. The reactants are: CO[C:3]([C:5]1[CH2:6][N:7]([C:12]([O:14][C:15]([CH3:18])([CH3:17])[CH3:16])=[O:13])[CH2:8][CH2:9][C:10]=1[OH:11])=[O:4].[Cl:19][C:20]1[CH:30]=[CH:29][C:28]([CH2:31][CH2:32][O:33][CH3:34])=[CH:27][C:21]=1[CH2:22][NH:23][CH:24]1[CH2:26][CH2:25]1.O.C1(C)C=CC(S(O)(=O)=O)=CC=1.CCOC(C)=O. (9) The reactants are: C(O[C:6]([N:8]1[CH2:12][C:11](=[N:13][O:14][CH3:15])[CH2:10][C@H:9]1[C:16]([OH:18])=O)=[O:7])(C)(C)C.[O:19]([CH2:26]C(Cl)=O)[C:20]1[CH:25]=[CH:24][CH:23]=[CH:22][CH:21]=1.[C:30]1([CH2:40][NH2:41])[C:39]2[C:34](=[CH:35][CH:36]=[CH:37][CH:38]=2)[CH:33]=[CH:32][CH:31]=1. Given the product [CH3:15][O:14][N:13]=[C:11]1[CH2:12][N:8]([C:6](=[O:7])[CH2:26][O:19][C:20]2[CH:21]=[CH:22][CH:23]=[CH:24][CH:25]=2)[C@H:9]([C:16]([NH:41][CH2:40][C:30]2[C:39]3[C:34](=[CH:35][CH:36]=[CH:37][CH:38]=3)[CH:33]=[CH:32][CH:31]=2)=[O:18])[CH2:10]1, predict the reactants needed to synthesize it. (10) Given the product [CH2:22]([N:8]([CH2:1][C:2]1[CH:3]=[CH:4][CH:5]=[CH:6][CH:7]=1)[C@H:9]([CH2:20][O:21][CH:37]([F:45])[F:36])[C:10]([O:12][CH2:13][C:14]1[CH:15]=[CH:16][CH:17]=[CH:18][CH:19]=1)=[O:11])[C:23]1[CH:24]=[CH:25][CH:26]=[CH:27][CH:28]=1, predict the reactants needed to synthesize it. The reactants are: [CH2:1]([N:8]([CH2:22][C:23]1[CH:28]=[CH:27][CH:26]=[CH:25][CH:24]=1)[C@H:9]([CH2:20][OH:21])[C:10]([O:12][CH2:13][C:14]1[CH:19]=[CH:18][CH:17]=[CH:16][CH:15]=1)=[O:11])[C:2]1[CH:7]=[CH:6][CH:5]=[CH:4][CH:3]=1.S([O-])([O-])(=O)=O.[Na+].[Na+].[F:36][C:37]([F:45])(S(F)(=O)=O)C(O)=O.